Dataset: Full USPTO retrosynthesis dataset with 1.9M reactions from patents (1976-2016). Task: Predict the reactants needed to synthesize the given product. (1) Given the product [Cl:1][C:2]1[CH:3]=[CH:4][C:5]2[N:11]3[CH:12]=[CH:13][CH:14]=[C:10]3[C@@H:9]([CH2:15][CH2:16][C:17]([N:31]3[CH2:36][CH2:35][CH:34]([CH2:37][O:38][CH2:39][C:40]([O:42][CH3:43])=[O:41])[CH2:33][CH2:32]3)=[O:18])[O:8][C@H:7]([C:20]3[CH:25]=[CH:24][CH:23]=[C:22]([O:26][CH3:27])[C:21]=3[O:28][CH3:29])[C:6]=2[CH:30]=1, predict the reactants needed to synthesize it. The reactants are: [Cl:1][C:2]1[CH:3]=[CH:4][C:5]2[N:11]3[CH:12]=[CH:13][CH:14]=[C:10]3[C@@H:9]([CH2:15][CH2:16][C:17](O)=[O:18])[O:8][C@H:7]([C:20]3[CH:25]=[CH:24][CH:23]=[C:22]([O:26][CH3:27])[C:21]=3[O:28][CH3:29])[C:6]=2[CH:30]=1.[NH:31]1[CH2:36][CH2:35][CH:34]([CH2:37][O:38][CH2:39][C:40]([O:42][CH3:43])=[O:41])[CH2:33][CH2:32]1.Cl.C(N=C=NCCCN(C)C)C.ON1C2C=CC=CC=2N=N1. (2) Given the product [CH3:16][C:13]12[CH2:12][CH:11]1[C:10]1[C:9]([C:29]([OH:31])=[O:30])=[N:8][N:7]([CH2:6][O:5][CH2:4][CH2:3][Si:2]([CH3:1])([CH3:33])[CH3:32])[C:15]=1[CH2:14]2, predict the reactants needed to synthesize it. The reactants are: [CH3:1][Si:2]([CH3:33])([CH3:32])[CH2:3][CH2:4][O:5][CH2:6][N:7]1[C:15]2[CH2:14][CH:13]([C:16]3C=NN(COCC[Si](C)(C)C)C=3)[CH2:12][CH2:11][C:10]=2[C:9]([C:29]([OH:31])=[O:30])=[N:8]1.CC12CC1C(=O)CC2. (3) Given the product [CH2:1]([O:3][C:4]([C:6]1[CH:11]=[C:10]([CH3:12])[C:9]([CH2:13][CH3:14])=[CH:8][N:7]=1)=[O:5])[CH3:2], predict the reactants needed to synthesize it. The reactants are: [CH2:1]([O:3][C:4]([C:6]1[CH:11]=[C:10]([CH3:12])[C:9]([CH2:13][CH:14](C)C)=[CH:8][N:7]=1)=[O:5])[CH3:2].BrC1C=C(C)C(Br)=CN=1. (4) Given the product [CH2:21]([O:20][C:17]1[CH:18]=[CH:19][C:14]([CH:10]2[O:11][CH2:12][CH2:13][N:8]([C:6](=[O:7])[CH2:5][C:4]([OH:29])=[O:3])[CH2:9]2)=[CH:15][CH:16]=1)[CH2:22][CH2:23][CH2:24][CH2:25][CH2:26][CH2:27][CH3:28], predict the reactants needed to synthesize it. The reactants are: C([O:3][C:4](=[O:29])[CH2:5][C:6]([N:8]1[CH2:13][CH2:12][O:11][CH:10]([C:14]2[CH:19]=[CH:18][C:17]([O:20][CH2:21][CH2:22][CH2:23][CH2:24][CH2:25][CH2:26][CH2:27][CH3:28])=[CH:16][CH:15]=2)[CH2:9]1)=[O:7])C.[OH-].[Li+]. (5) Given the product [C:1]([O:5][C:6]([N:8]1[CH2:13][CH2:12][N:11]([C:14]2[CH:15]=[CH:16][C:17]([C:20]3[C:21]([NH:25][C@H:26]([C:31]([O:33][CH3:34])=[O:32])[CH2:27][CH:28]([CH3:30])[CH3:29])=[N:22][O:23][N:24]=3)=[CH:18][CH:19]=2)[CH2:10][CH2:9]1)=[O:7])([CH3:2])([CH3:3])[CH3:4], predict the reactants needed to synthesize it. The reactants are: [C:1]([O:5][C:6]([N:8]1[CH2:13][CH2:12][N:11]([C:14]2[CH:19]=[CH:18][C:17]([C:20]3[C:21]([N:25](C(OCC(Cl)(Cl)Cl)=O)[C@H:26]([C:31]([O:33][CH3:34])=[O:32])[CH2:27][CH:28]([CH3:30])[CH3:29])=[N:22][O:23][N:24]=3)=[CH:16][CH:15]=2)[CH2:10][CH2:9]1)=[O:7])([CH3:4])([CH3:3])[CH3:2].OP([O-])(O)=O.[K+]. (6) Given the product [Cl:17][C:18]1[CH:23]=[CH:22][CH:21]=[CH:20][C:19]=1[C:4](=[O:15])[C@@H:5]([NH:7][C:8](=[O:14])[O:9][C:10]([CH3:11])([CH3:12])[CH3:13])[CH3:6], predict the reactants needed to synthesize it. The reactants are: CON(C)[C:4](=[O:15])[C@@H:5]([NH:7][C:8](=[O:14])[O:9][C:10]([CH3:13])([CH3:12])[CH3:11])[CH3:6].[Cl:17][C:18]1[CH:23]=[CH:22][CH:21]=[CH:20][C:19]=1[Mg]Cl.